Dataset: Full USPTO retrosynthesis dataset with 1.9M reactions from patents (1976-2016). Task: Predict the reactants needed to synthesize the given product. (1) Given the product [CH3:14][O:13][CH2:12][O:11][C:7]1[CH:8]=[CH:9][CH:10]=[C:5]2[C:6]=1[CH:15]=[C:17]([CH2:18][CH2:23][CH2:22][CH2:21][N:20]([CH3:27])[CH3:19])[NH:3][C:4]2=[O:16], predict the reactants needed to synthesize it. The reactants are: C([N:3]([CH2:17][CH3:18])[C:4](=[O:16])[C:5]1[CH:10]=[CH:9][CH:8]=[C:7]([O:11][CH2:12][O:13][CH3:14])[C:6]=1[CH3:15])C.[CH3:19][N:20]([CH3:27])[CH2:21][CH2:22][CH2:23]CC#N. (2) Given the product [Cl:1][C:2]1[N:7]=[CH:6][C:5]([CH2:8][N:15]2[CH2:16][CH2:17][N:12]([CH3:11])[C:13](=[O:18])[CH2:14]2)=[CH:4][CH:3]=1, predict the reactants needed to synthesize it. The reactants are: [Cl:1][C:2]1[N:7]=[CH:6][C:5]([CH:8]=O)=[CH:4][CH:3]=1.Cl.[CH3:11][N:12]1[CH2:17][CH2:16][NH:15][CH2:14][C:13]1=[O:18]. (3) Given the product [N:8]([N:1]1[CH2:6][CH2:5][CH:4]([OH:7])[CH2:3][CH2:2]1)=[O:9], predict the reactants needed to synthesize it. The reactants are: [NH:1]1[CH2:6][CH2:5][CH:4]([OH:7])[CH2:3][CH2:2]1.[N:8]([O-])=[O:9].[Na+].C(O)(=O)C.C([O-])([O-])=O.[Na+].[Na+]. (4) The reactants are: Cl.[CH3:2][N:3]1[C:11]2[CH:10]=[CH:9][N:8]=[C:7]([NH:12][CH2:13][C:14]3[CH:19]=[CH:18][C:17]([F:20])=[CH:16][CH:15]=3)[C:6]=2[C:5]([CH3:21])=[C:4]1[CH3:22].C(=O)(O)[O-].[Na+]. Given the product [CH3:2][N:3]1[C:11]2[CH:10]=[CH:9][N:8]=[C:7]([NH:12][CH2:13][C:14]3[CH:19]=[CH:18][C:17]([F:20])=[CH:16][CH:15]=3)[C:6]=2[C:5]([CH3:21])=[C:4]1[CH3:22], predict the reactants needed to synthesize it.